The task is: Predict the reaction yield, written as a fraction of the theoretical maximum amount of product (1.0 means a 100% yield; for example, 0.34 means a 34% yield).. This data is from Reaction yield outcomes from USPTO patents with 853,638 reactions. (1) The reactants are [Cl:1][C:2]1[N:10]=[CH:9][N:8]=[C:7]2[C:3]=1[N:4]=[CH:5][N:6]2[C@H:11]1[C@@H:15]2[O:16][C:17]([CH3:20])([CH3:19])[O:18][C@@H:14]2[C@@H:13]([CH2:21][CH2:22][S:23](Cl)(=[O:25])=[O:24])[O:12]1.[NH3:27]. The catalyst is CN(C)C=O.CO. The product is [Cl:1][C:2]1[N:10]=[CH:9][N:8]=[C:7]2[C:3]=1[N:4]=[CH:5][N:6]2[C@H:11]1[C@@H:15]2[O:16][C:17]([CH3:20])([CH3:19])[O:18][C@@H:14]2[C@@H:13]([CH2:21][CH2:22][S:23]([NH2:27])(=[O:25])=[O:24])[O:12]1. The yield is 0.420. (2) The reactants are [CH3:1][C:2]1[C:3](B2OC(C)(C)C(C)(C)O2)=[C:4]([NH2:8])[CH:5]=[CH:6][CH:7]=1.[C:18]([O:22][C:23](=[O:44])[NH:24][C:25]([C:27]1[S:28][C:29]([S:42][CH3:43])=[C:30]([S:32]([C:35]2[CH:40]=[CH:39][CH:38]=[C:37](Br)[CH:36]=2)(=[O:34])=[O:33])[CH:31]=1)=[NH:26])([CH3:21])([CH3:20])[CH3:19].C([O-])([O-])=O.[Na+].[Na+].C(O)C. The catalyst is C1C=CC([P]([Pd]([P](C2C=CC=CC=2)(C2C=CC=CC=2)C2C=CC=CC=2)([P](C2C=CC=CC=2)(C2C=CC=CC=2)C2C=CC=CC=2)[P](C2C=CC=CC=2)(C2C=CC=CC=2)C2C=CC=CC=2)(C2C=CC=CC=2)C2C=CC=CC=2)=CC=1.C1(C)C=CC=CC=1. The product is [C:18]([O:22][C:23](=[O:44])[NH:24][C:25]([C:27]1[S:28][C:29]([S:42][CH3:43])=[C:30]([S:32]([C:35]2[CH:36]=[C:37]([C:3]3[C:2]([CH3:1])=[CH:7][CH:6]=[CH:5][C:4]=3[NH2:8])[CH:38]=[CH:39][CH:40]=2)(=[O:34])=[O:33])[CH:31]=1)=[NH:26])([CH3:21])([CH3:20])[CH3:19]. The yield is 0.280. (3) The reactants are [C:1]([C:3]1[N:7]([CH3:8])[C:6]([C:9]2[CH:10]=[C:11]3[C:15](=[CH:16][CH:17]=2)[NH:14][C:13](=[N:18][C:19]#[N:20])[C:12]23[CH2:25][CH2:24][CH2:23][CH2:22][CH2:21]2)=[CH:5][CH:4]=1)#[N:2].C(NCC)C. The catalyst is C1COCC1. The product is [CH2:6]([NH:7][CH2:3][CH3:1])[CH3:5].[C:1]([C:3]1[N:7]([CH3:8])[C:6]([C:9]2[CH:10]=[C:11]3[C:15](=[CH:16][CH:17]=2)[NH:14][C:13](=[N:18][C:19]#[N:20])[C:12]23[CH2:25][CH2:24][CH2:23][CH2:22][CH2:21]2)=[CH:5][CH:4]=1)#[N:2]. The yield is 0.900. (4) The reactants are [Br:1][C:2]1[N:7]=[CH:6][C:5]([NH2:8])=[CH:4][CH:3]=1.[I:9]I.CCCCCC. The catalyst is CCO.[O-]S([O-])(=O)=O.[Ag+].[Ag+]. The product is [Br:1][C:2]1[N:7]=[C:6]([I:9])[C:5]([NH2:8])=[CH:4][CH:3]=1. The yield is 0.650. (5) The reactants are [H][H].C([N:10](CC1C=CC=CC=1)[C@@H:11]([CH2:26][C:27]1[CH:32]=[CH:31][CH:30]=[CH:29][CH:28]=1)[C@@H:12]([C@H:14]1[CH2:18][CH2:17][CH2:16][N:15]1[C:19]([O:21][C:22]([CH3:25])([CH3:24])[CH3:23])=[O:20])[OH:13])C1C=CC=CC=1. The catalyst is CO.[OH-].[OH-].[Pd+2]. The product is [NH2:10][C@@H:11]([CH2:26][C:27]1[CH:28]=[CH:29][CH:30]=[CH:31][CH:32]=1)[C@@H:12]([C@H:14]1[CH2:18][CH2:17][CH2:16][N:15]1[C:19]([O:21][C:22]([CH3:24])([CH3:23])[CH3:25])=[O:20])[OH:13]. The yield is 0.990.